The task is: Predict the reactants needed to synthesize the given product.. This data is from Full USPTO retrosynthesis dataset with 1.9M reactions from patents (1976-2016). (1) Given the product [S:11]1[CH:15]=[CH:14][C:13]([C:2]2[CH:10]=[C:9]3[C:5]([CH:6]=[N:7][NH:8]3)=[CH:4][CH:3]=2)=[CH:12]1, predict the reactants needed to synthesize it. The reactants are: I[C:2]1[CH:10]=[C:9]2[C:5]([CH:6]=[N:7][NH:8]2)=[CH:4][CH:3]=1.[S:11]1[CH:15]=[CH:14][C:13](B(O)O)=[CH:12]1. (2) The reactants are: [C:1]1([S:7]([C:10]#[N:11])(=[O:9])=[O:8])[CH:6]=[CH:5][CH:4]=[CH:3][CH:2]=1.ClC(OCC)=[O:14].[C:18]1([CH3:25])[C:19](C)=[CH:20]C=[CH:22][CH:23]=1. Given the product [C:1]1([S:7]([C:10]2[CH:25]=[C:18]3[CH:23]=[CH:22][O:14][C:19]3=[CH:20][N:11]=2)(=[O:8])=[O:9])[CH:2]=[CH:3][CH:4]=[CH:5][CH:6]=1, predict the reactants needed to synthesize it. (3) Given the product [CH2:1]([NH:4][C:5](=[O:13])[C:6]1[CH:11]=[CH:10][CH:9]=[C:8]([C:21]#[C:20][C:14]2[CH:19]=[CH:18][CH:17]=[CH:16][CH:15]=2)[CH:7]=1)[CH2:2][CH3:3], predict the reactants needed to synthesize it. The reactants are: [CH2:1]([NH:4][C:5](=[O:13])[C:6]1[CH:11]=[CH:10][C:9](Br)=[CH:8][CH:7]=1)[CH2:2][CH3:3].[C:14]1([C:20]#[CH:21])[CH:19]=[CH:18][CH:17]=[CH:16][CH:15]=1.N1CCCCC1.C(Cl)Cl. (4) Given the product [Cl:1][C:2]1[CH:7]=[CH:6][CH:5]=[CH:4][C:3]=1[C@@H:8]([OH:13])[C@H:9]([OH:21])[CH3:10], predict the reactants needed to synthesize it. The reactants are: [Cl:1][C:2]1[CH:7]=[CH:6][CH:5]=[CH:4][C:3]=1/[CH:8]=[CH:9]/[CH3:10].CS(N)(=O)=[O:13].CC(O)(C)C.[OH2:21]. (5) Given the product [C:14]([C:13]1[N:9]2[C:10]([C:5]([N:4]([CH:1]3[CH2:3][CH2:2]3)[CH2:20][C:21]3[CH:26]=[CH:25][C:24]([O:27][CH3:28])=[CH:23][CH:22]=3)=[N:6][C:7]([NH:29][C:30]3[CH:31]=[C:32]([N:47]([CH2:52][C:53]4[CH:54]=[CH:55][C:56]([O:59][CH3:60])=[CH:57][CH:58]=4)[C:48](=[O:51])[O:49][CH3:50])[CH:33]=[C:34]([N:37]4[CH2:38][CH2:39][N:40]([CH:43]5[CH2:46][O:45][CH2:44]5)[CH2:41][CH2:42]4)[C:35]=3[F:36])=[N:8]2)=[N:11][CH:12]=1)#[N:15], predict the reactants needed to synthesize it. The reactants are: [CH:1]1([N:4]([CH2:20][C:21]2[CH:26]=[CH:25][C:24]([O:27][CH3:28])=[CH:23][CH:22]=2)[C:5]2[C:10]3=[N:11][CH:12]=[C:13]([C:14]#[N:15])[N:9]3[N:8]=[C:7](S(C)(=O)=O)[N:6]=2)[CH2:3][CH2:2]1.[NH2:29][C:30]1[CH:31]=[C:32]([N:47]([CH2:52][C:53]2[CH:58]=[CH:57][C:56]([O:59][CH3:60])=[CH:55][CH:54]=2)[C:48](=[O:51])[O:49][CH3:50])[CH:33]=[C:34]([N:37]2[CH2:42][CH2:41][N:40]([CH:43]3[CH2:46][O:45][CH2:44]3)[CH2:39][CH2:38]2)[C:35]=1[F:36].C([O-])([O-])=O.[Cs+].[Cs+]. (6) Given the product [C:1]([O:5][C:6]([N:8]1[C:24](=[O:25])[C:23]2[C:13]3[CH:14]=[CH:15][C:16]4[CH:17]=[N:18][C:19]([C:46]5[CH:47]=[N:48][CH:49]=[CH:50][CH:51]=5)=[CH:20][C:21]=4[C:12]=3[NH:11][C:10]=2[CH2:9]1)=[O:7])([CH3:3])([CH3:2])[CH3:4], predict the reactants needed to synthesize it. The reactants are: [C:1]([O:5][C:6]([N:8]1[C:24](=[O:25])[C:23]2[C:13]3[CH:14]=[CH:15][C:16]4[CH:17]=[N:18][C:19](Cl)=[CH:20][C:21]=4[C:12]=3[N:11](C(OC(C)(C)C)=O)[C:10]=2[CH2:9]1)=[O:7])([CH3:4])([CH3:3])[CH3:2].CCCC[Sn]([C:46]1[CH:51]=[CH:50][CH:49]=[N:48][CH:47]=1)(CCCC)CCCC. (7) Given the product [Cl:23][C:24]1[CH:25]=[C:26]([C@@H:27]([OH:29])[CH2:28][NH:2][C@H:3]([CH2:21][OH:22])[CH2:4][C:5]2[CH:6]=[CH:7][C:8]([NH:11][C:12]([NH:14][C:15]3[CH:16]=[CH:17][CH:18]=[CH:19][CH:20]=3)=[O:13])=[CH:9][CH:10]=2)[CH:30]=[CH:31][CH:32]=1, predict the reactants needed to synthesize it. The reactants are: Cl.[NH2:2][C@H:3]([CH2:21][OH:22])[CH2:4][C:5]1[CH:10]=[CH:9][C:8]([NH:11][C:12]([NH:14][C:15]2[CH:20]=[CH:19][CH:18]=[CH:17][CH:16]=2)=[O:13])=[CH:7][CH:6]=1.[Cl:23][C:24]1[CH:25]=[C:26]([CH:30]=[CH:31][CH:32]=1)[C@H:27]1[O:29][CH2:28]1.C(N(CC)C(C)C)(C)C.